This data is from Blood-brain barrier permeability classification from the B3DB database. The task is: Regression/Classification. Given a drug SMILES string, predict its absorption, distribution, metabolism, or excretion properties. Task type varies by dataset: regression for continuous measurements (e.g., permeability, clearance, half-life) or binary classification for categorical outcomes (e.g., BBB penetration, CYP inhibition). Dataset: b3db_classification. (1) The result is 1 (penetrates BBB). The molecule is CC[C@H](C(=O)NC(N)=O)[C@H](C)CC. (2) The molecule is NC(=O)N1c2ccccc2CC(O)c2ccccc21. The result is 1 (penetrates BBB).